The task is: Predict the product of the given reaction.. This data is from Forward reaction prediction with 1.9M reactions from USPTO patents (1976-2016). (1) Given the reactants Cl[C:2]1[C:3]([N+:8]([O-])=O)=[N:4][CH:5]=[CH:6][CH:7]=1.[C:11]1([NH:17][C:18](=O)[CH3:19])[CH:16]=[CH:15][CH:14]=[CH:13][CH:12]=1, predict the reaction product. The product is: [CH3:19][C:18]1[N:17]([C:11]2[CH:16]=[CH:15][CH:14]=[CH:13][CH:12]=2)[C:2]2[C:3]([N:8]=1)=[N:4][CH:5]=[CH:6][CH:7]=2. (2) Given the reactants [NH2:1][CH2:2][C:3]1[N:7]2[C:8]([N:12]3[CH2:17][CH2:16][N:15]([CH3:18])[CH2:14][CH2:13]3)=[CH:9][CH:10]=[CH:11][C:6]2=[N:5][C:4]=1[CH2:19][N:20]([CH3:31])[C@@H:21]1[C:30]2[N:29]=[CH:28][CH:27]=[CH:26][C:25]=2[CH2:24][CH2:23][CH2:22]1.[C:32]1([N:38]=[C:39]=[O:40])[CH:37]=[CH:36][CH:35]=[CH:34][CH:33]=1, predict the reaction product. The product is: [CH3:18][N:15]1[CH2:14][CH2:13][N:12]([C:8]2[N:7]3[C:3]([CH2:2][NH:1][C:39]([NH:38][C:32]4[CH:37]=[CH:36][CH:35]=[CH:34][CH:33]=4)=[O:40])=[C:4]([CH2:19][N:20]([CH3:31])[C@@H:21]4[C:30]5[N:29]=[CH:28][CH:27]=[CH:26][C:25]=5[CH2:24][CH2:23][CH2:22]4)[N:5]=[C:6]3[CH:11]=[CH:10][CH:9]=2)[CH2:17][CH2:16]1. (3) Given the reactants [F:1][C:2]1[CH:11]=[C:6]([C:7]([O:9][CH3:10])=[O:8])[C:5]([OH:12])=[CH:4][CH:3]=1.[F:13][C:14]([F:25])([F:24])[C:15]1[CH:20]=[CH:19][C:18]([CH2:21][CH2:22]O)=[CH:17][CH:16]=1.C1(P(C2C=CC=CC=2)C2C=CC=CC=2)C=CC=CC=1.CCOC(/N=N/C(OCC)=O)=O, predict the reaction product. The product is: [F:1][C:2]1[CH:3]=[CH:4][C:5]([O:12][CH2:22][CH2:21][C:18]2[CH:17]=[CH:16][C:15]([C:14]([F:13])([F:24])[F:25])=[CH:20][CH:19]=2)=[C:6]([CH:11]=1)[C:7]([O:9][CH3:10])=[O:8]. (4) Given the reactants [Cl:1][C:2]1[CH:3]=[C:4]([CH:12]([CH3:16])[C:13]([OH:15])=O)[CH:5]=[CH:6][C:7]=1[S:8]([CH3:11])(=[O:10])=[O:9].ON1C2C=CC=CC=2N=N1.F[B-](F)(F)F.N1(OC(N(C)C)=[N+](C)C)C2C=CC=CC=2N=N1.C(N(C(C)C)C(C)C)C.[Cl:58][C:59]1[CH:60]=[C:61]([N:65]2[C:69]([CH2:70][NH2:71])=[CH:68][C:67]([C:72]([F:75])([F:74])[F:73])=[N:66]2)[CH:62]=[CH:63][CH:64]=1, predict the reaction product. The product is: [Cl:1][C:2]1[CH:3]=[C:4]([CH:12]([CH3:16])[C:13]([NH:71][CH2:70][C:69]2[N:65]([C:61]3[CH:62]=[CH:63][CH:64]=[C:59]([Cl:58])[CH:60]=3)[N:66]=[C:67]([C:72]([F:73])([F:74])[F:75])[CH:68]=2)=[O:15])[CH:5]=[CH:6][C:7]=1[S:8]([CH3:11])(=[O:9])=[O:10]. (5) Given the reactants [S:1]1[C:5]2[C:6]([C:10]3[O:19][C:13]4=[C:14]([NH2:18])[N:15]=[CH:16][CH:17]=[C:12]4[CH:11]=3)=[CH:7][CH:8]=[CH:9][C:4]=2[CH:3]=[CH:2]1.[I:20]C1C=NC(N)=C2OC(C3C=CC=C4C=3C=CN=C4)=CC=12, predict the reaction product. The product is: [S:1]1[C:5]2[C:6]([C:10]3[O:19][C:13]4=[C:14]([NH2:18])[N:15]=[CH:16][C:17]([I:20])=[C:12]4[CH:11]=3)=[CH:7][CH:8]=[CH:9][C:4]=2[CH:3]=[CH:2]1. (6) Given the reactants [Cl:1][C:2]1[N:6]2[CH2:7][CH2:8][NH:9][CH2:10][C:5]2=[C:4]([C:11]([O:13][CH3:14])=[O:12])[C:3]=1[C:15]1[CH:20]=[CH:19][CH:18]=[C:17]([C:21]#[N:22])[CH:16]=1.[C:23](O[C:23]([O:25][C:26]([CH3:29])([CH3:28])[CH3:27])=[O:24])([O:25][C:26]([CH3:29])([CH3:28])[CH3:27])=[O:24], predict the reaction product. The product is: [Cl:1][C:2]1[N:6]2[CH2:7][CH2:8][N:9]([C:23]([O:25][C:26]([CH3:29])([CH3:28])[CH3:27])=[O:24])[CH2:10][C:5]2=[C:4]([C:11]([O:13][CH3:14])=[O:12])[C:3]=1[C:15]1[CH:20]=[CH:19][CH:18]=[C:17]([C:21]#[N:22])[CH:16]=1. (7) Given the reactants [CH3:1][O:2][C:3](=[O:30])[C@@H:4]([NH:10]C(C1C=CC=CC=1)(C1C=CC=CC=1)C1C=CC=CC=1)[C@H:5]([N:7]=[N+:8]=[N-:9])[CH3:6].C(O)(C(F)(F)F)=O.C(Cl)[Cl:39], predict the reaction product. The product is: [ClH:39].[CH3:1][O:2][C:3](=[O:30])[C@@H:4]([NH2:10])[C@H:5]([N:7]=[N+:8]=[N-:9])[CH3:6]. (8) Given the reactants Br[CH2:2][C:3]1[CH:27]=[CH:26][C:6]([CH2:7][N:8]2[C:12]3[CH:13]=[CH:14][CH:15]=[CH:16][C:11]=3[N:10]([C:17]3[CH:22]=[CH:21][CH:20]=[CH:19][C:18]=3[F:23])[S:9]2(=[O:25])=[O:24])=[CH:5][CH:4]=1.[CH3:28][NH2:29], predict the reaction product. The product is: [F:23][C:18]1[CH:19]=[CH:20][CH:21]=[CH:22][C:17]=1[N:10]1[C:11]2[CH:16]=[CH:15][CH:14]=[CH:13][C:12]=2[N:8]([CH2:7][C:6]2[CH:26]=[CH:27][C:3]([CH2:2][NH:29][CH3:28])=[CH:4][CH:5]=2)[S:9]1(=[O:24])=[O:25].